From a dataset of Full USPTO retrosynthesis dataset with 1.9M reactions from patents (1976-2016). Predict the reactants needed to synthesize the given product. (1) Given the product [CH3:18][CH:19]([CH3:35])[C:20]([NH:22][C:23]1[CH:28]=[CH:27][CH:26]=[C:25]([CH:29]2[CH2:34][CH2:33][N:32]([CH2:14][C:13]3[C:9]([C:6]4[CH:7]=[CH:8][C:3]([C:2]([F:17])([F:16])[F:1])=[CH:4][CH:5]=4)=[N:10][NH:11][CH:12]=3)[CH2:31][CH2:30]2)[CH:24]=1)=[O:21], predict the reactants needed to synthesize it. The reactants are: [F:1][C:2]([F:17])([F:16])[C:3]1[CH:8]=[CH:7][C:6]([C:9]2[C:13]([CH:14]=O)=[CH:12][NH:11][N:10]=2)=[CH:5][CH:4]=1.[CH3:18][CH:19]([CH3:35])[C:20]([NH:22][C:23]1[CH:28]=[CH:27][CH:26]=[C:25]([CH:29]2[CH2:34][CH2:33][NH:32][CH2:31][CH2:30]2)[CH:24]=1)=[O:21]. (2) Given the product [NH2:28][C:13]1[C:14]([NH:19][C:20]2[CH:25]=[CH:24][C:23]([I:26])=[CH:22][C:21]=2[F:27])=[C:15]([CH3:18])[C:16](=[O:17])[N:11]2[CH2:10][CH2:9][N:8]([CH2:1][C:2]3[CH:3]=[CH:4][CH:5]=[CH:6][CH:7]=3)[C:12]=12, predict the reactants needed to synthesize it. The reactants are: [CH2:1]([N:8]1[C:12]2=[C:13]([N+:28]([O-])=O)[C:14]([NH:19][C:20]3[CH:25]=[CH:24][C:23]([I:26])=[CH:22][C:21]=3[F:27])=[C:15]([CH3:18])[C:16](=[O:17])[N:11]2[CH2:10][CH2:9]1)[C:2]1[CH:7]=[CH:6][CH:5]=[CH:4][CH:3]=1.Cl. (3) Given the product [CH3:34][O:35][C:36](=[O:56])[CH2:37][C:38]1[CH:39]=[C:40]([C:13]2[CH:14]=[CH:15][C:16]([C:18]([F:20])([F:19])[F:21])=[CH:17][C:12]=2[CH2:11][N:10]([CH2:31][CH3:32])[C:9]([NH:8][CH2:1][C:2]2[CH:7]=[CH:6][CH:5]=[CH:4][CH:3]=2)=[O:33])[CH:41]=[C:42]([C:44]([F:46])([F:45])[F:47])[CH:43]=1, predict the reactants needed to synthesize it. The reactants are: [CH2:1]([NH:8][C:9](=[O:33])[N:10]([CH2:31][CH3:32])[CH2:11][C:12]1[CH:17]=[C:16]([C:18]([F:21])([F:20])[F:19])[CH:15]=[CH:14][C:13]=1B1OC(C)(C)C(C)(C)O1)[C:2]1[CH:7]=[CH:6][CH:5]=[CH:4][CH:3]=1.[CH3:34][O:35][C:36](=[O:56])[CH2:37][C:38]1[CH:43]=[C:42]([C:44]([F:47])([F:46])[F:45])[CH:41]=[C:40](OS(C(F)(F)F)(=O)=O)[CH:39]=1. (4) Given the product [CH3:18]/[C:17](/[CH2:19][CH2:20][CH:21]=[C:22]([CH3:24])[CH3:23])=[CH:16]\[CH2:15][CH2:3][C:4](=[O:9])[CH2:5][C:6](=[O:8])[CH3:7], predict the reactants needed to synthesize it. The reactants are: [H-].[Na+].[CH3:3][C:4](=[O:9])[CH2:5][C:6](=[O:8])[CH3:7].[Li]CCCC.[CH2:15](Br)/[CH:16]=[C:17](/[CH2:19][CH2:20][CH:21]=[C:22]([CH3:24])[CH3:23])\[CH3:18]. (5) Given the product [CH:30]1([C:26]2[CH:27]=[C:28]([CH3:29])[C:23]([N:20]3[CH2:21][CH2:22][N:17]([C:15]([C:5]4[CH:4]=[CH:3][C:2]([N:34]5[CH2:35][CH2:36][CH2:37][S:33]5(=[O:39])=[O:38])=[CH:7][C:6]=4[N:8]4[CH2:12][CH2:11][N:10]([CH3:13])[C:9]4=[O:14])=[O:16])[CH2:18][CH2:19]3)=[N:24][CH:25]=2)[CH2:32][CH2:31]1, predict the reactants needed to synthesize it. The reactants are: Cl[C:2]1[CH:3]=[CH:4][C:5]([C:15]([N:17]2[CH2:22][CH2:21][N:20]([C:23]3[C:28]([CH3:29])=[CH:27][C:26]([CH:30]4[CH2:32][CH2:31]4)=[CH:25][N:24]=3)[CH2:19][CH2:18]2)=[O:16])=[C:6]([N:8]2[CH2:12][CH2:11][N:10]([CH3:13])[C:9]2=[O:14])[CH:7]=1.[S:33]1(=[O:39])(=[O:38])[CH2:37][CH2:36][CH2:35][NH:34]1.